Predict the reactants needed to synthesize the given product. From a dataset of Retrosynthesis with 50K atom-mapped reactions and 10 reaction types from USPTO. (1) Given the product Cn1nnnc1-c1sc(-c2ccc(Cl)cc2)nc1O, predict the reactants needed to synthesize it. The reactants are: CI.Oc1nc(-c2ccc(Cl)cc2)sc1-c1nnn[nH]1. (2) Given the product COCN1C[C@@H](C)OCC1=O, predict the reactants needed to synthesize it. The reactants are: COCCl.C[C@@H]1CNC(=O)CO1. (3) Given the product CCCNCC#Cc1cc2ncnc(Nc3ccc(OCc4cccc(F)c4)c(Cl)c3)c2s1, predict the reactants needed to synthesize it. The reactants are: CCCN.CS(=O)(=O)OCC#Cc1cc2ncnc(Nc3ccc(OCc4cccc(F)c4)c(Cl)c3)c2s1.